Dataset: Catalyst prediction with 721,799 reactions and 888 catalyst types from USPTO. Task: Predict which catalyst facilitates the given reaction. Reactant: Cl.[CH3:2][O:3][C:4]1[CH:5]=[C:6]([C:12]2[C@@H:21]3[C@@H:16]([CH2:17][CH2:18][CH2:19][CH2:20]3)[C:15](=[O:22])[N:14]([CH:23]3[CH2:28][CH2:27][NH:26][CH2:25][CH2:24]3)[N:13]=2)[CH:7]=[CH:8][C:9]=1[O:10][CH3:11].[C:29]([O:33][C:34]([NH:36][C@@H:37]([C:45](O)=[O:46])[CH2:38][C:39]1[CH:44]=[CH:43][CH:42]=[CH:41][CH:40]=1)=[O:35])([CH3:32])([CH3:31])[CH3:30].CCOC(C(C#N)=NOC(N1CCOCC1)=[N+](C)C)=O.F[P-](F)(F)(F)(F)F.CCN(C(C)C)C(C)C.C(=O)(O)[O-].[Na+]. Product: [CH3:2][O:3][C:4]1[CH:5]=[C:6]([C:12]2[C@@H:21]3[C@@H:16]([CH2:17][CH2:18][CH2:19][CH2:20]3)[C:15](=[O:22])[N:14]([CH:23]3[CH2:24][CH2:25][N:26]([C:45](=[O:46])[C@H:37]([NH:36][C:34](=[O:35])[O:33][C:29]([CH3:30])([CH3:31])[CH3:32])[CH2:38][C:39]4[CH:44]=[CH:43][CH:42]=[CH:41][CH:40]=4)[CH2:27][CH2:28]3)[N:13]=2)[CH:7]=[CH:8][C:9]=1[O:10][CH3:11]. The catalyst class is: 2.